Dataset: Full USPTO retrosynthesis dataset with 1.9M reactions from patents (1976-2016). Task: Predict the reactants needed to synthesize the given product. Given the product [Br:1][C:2]1[CH:3]=[N:4][C:5]2[N:6]([N:8]=[C:9]([C:11]([N:16]3[CH2:17][CH:18]=[C:19]([C:21]4[CH:26]=[CH:25][CH:24]=[C:23]([C:27]([F:28])([F:29])[F:30])[CH:22]=4)[CH2:20][CH:15]3[CH3:14])=[O:13])[CH:10]=2)[CH:7]=1, predict the reactants needed to synthesize it. The reactants are: [Br:1][C:2]1[CH:3]=[N:4][C:5]2[N:6]([N:8]=[C:9]([C:11]([OH:13])=O)[CH:10]=2)[CH:7]=1.[CH3:14][CH:15]1[CH2:20][C:19]([C:21]2[CH:26]=[CH:25][CH:24]=[C:23]([C:27]([F:30])([F:29])[F:28])[CH:22]=2)=[CH:18][CH2:17][NH:16]1.